From a dataset of Full USPTO retrosynthesis dataset with 1.9M reactions from patents (1976-2016). Predict the reactants needed to synthesize the given product. (1) The reactants are: [C:1]([OH:5])([CH3:4])([CH3:3])[CH3:2].[S:6]([Cl:12])([N:9]=[C:10]=[O:11])(=[O:8])=[O:7]. Given the product [Cl:12][S:6]([NH:9][C:10](=[O:11])[O:5][C:1]([CH3:4])([CH3:3])[CH3:2])(=[O:8])=[O:7], predict the reactants needed to synthesize it. (2) The reactants are: Br[C:2]1[CH:10]=[C:9]2[C:5]([C:6]([F:22])([F:21])[C:7](=[O:20])[N:8]2[CH2:11][C:12]2[CH:17]=[CH:16][C:15]([O:18][CH3:19])=[CH:14][CH:13]=2)=[CH:4][CH:3]=1.CC(C1C=C(C(C)C)C(C2C=CC=CC=2P(C2CCCCC2)C2CCCCC2)=C(C(C)C)C=1)C.[Br-].[C:58]([O:62][C:63](=[O:66])[CH2:64][Zn+])([CH3:61])([CH3:60])[CH3:59]. Given the product [F:21][C:6]1([F:22])[C:5]2[C:9](=[CH:10][C:2]([CH2:64][C:63]([O:62][C:58]([CH3:61])([CH3:60])[CH3:59])=[O:66])=[CH:3][CH:4]=2)[N:8]([CH2:11][C:12]2[CH:17]=[CH:16][C:15]([O:18][CH3:19])=[CH:14][CH:13]=2)[C:7]1=[O:20], predict the reactants needed to synthesize it. (3) Given the product [Br:1][C:2]1[C:3]([NH:9][CH:10]2[CH2:15][CH2:14][N:13]([CH2:16][C:17]3[CH:22]=[CH:21][CH:20]=[CH:19][CH:18]=3)[CH2:12][CH2:11]2)=[N:4][C:5]([NH:23][CH2:24][C:25]2[CH:30]=[CH:29][CH:28]=[CH:27][N:26]=2)=[N:6][CH:7]=1, predict the reactants needed to synthesize it. The reactants are: [Br:1][C:2]1[C:3]([NH:9][CH:10]2[CH2:15][CH2:14][N:13]([CH2:16][C:17]3[CH:22]=[CH:21][CH:20]=[CH:19][CH:18]=3)[CH2:12][CH2:11]2)=[N:4][C:5](Cl)=[N:6][CH:7]=1.[NH2:23][CH2:24][C:25]1[CH:30]=[CH:29][CH:28]=[CH:27][N:26]=1. (4) Given the product [OH:8][CH2:9][C:10]1[N:11]=[C:12]([N:15]2[CH2:16][CH:17]([S:19][C:20]3[C@H:21]([CH3:44])[C@@H:22]4[C@@H:39]([C@H:40]([OH:42])[CH3:41])[C:38](=[O:43])[N:23]4[C:24]=3[C:25]([O:27][CH2:28][C:29]3[CH:30]=[CH:31][C:32]([N+:35]([O-:37])=[O:36])=[CH:33][CH:34]=3)=[O:26])[CH2:18]2)[S:13][CH:14]=1, predict the reactants needed to synthesize it. The reactants are: [Si]([O:8][CH2:9][C:10]1[N:11]=[C:12]([N:15]2[CH2:18][CH:17]([S:19][C:20]3[C@H:21]([CH3:44])[C@@H:22]4[C@@H:39]([C@H:40]([OH:42])[CH3:41])[C:38](=[O:43])[N:23]4[C:24]=3[C:25]([O:27][CH2:28][C:29]3[CH:34]=[CH:33][C:32]([N+:35]([O-:37])=[O:36])=[CH:31][CH:30]=3)=[O:26])[CH2:16]2)[S:13][CH:14]=1)(C(C)(C)C)(C)C.C(O)(=O)C.[F-].C([N+](CCCC)(CCCC)CCCC)CCC. (5) Given the product [CH2:25]([O:27][C:28](=[O:42])[CH2:29][CH2:30][NH:31][C:32](=[O:41])[C:33]1[CH:38]=[CH:37][C:36]([O:22][CH:15]([C:12]2[CH:13]=[CH:14][C:9]([C:6]3[CH:5]=[CH:4][C:3]([C:2]([F:23])([F:24])[F:1])=[CH:8][CH:7]=3)=[CH:10][CH:11]=2)[CH2:16][CH2:17][CH2:18][CH2:19][CH2:20][CH3:21])=[C:35]([F:40])[CH:34]=1)[CH3:26], predict the reactants needed to synthesize it. The reactants are: [F:1][C:2]([F:24])([F:23])[C:3]1[CH:8]=[CH:7][C:6]([C:9]2[CH:14]=[CH:13][C:12]([CH:15]([OH:22])[CH2:16][CH2:17][CH2:18][CH2:19][CH2:20][CH3:21])=[CH:11][CH:10]=2)=[CH:5][CH:4]=1.[CH2:25]([O:27][C:28](=[O:42])[CH2:29][CH2:30][NH:31][C:32](=[O:41])[C:33]1[CH:38]=[CH:37][C:36](O)=[C:35]([F:40])[CH:34]=1)[CH3:26].C(P(CCCC)CCCC)CCC.C(OCC)(=O)C. (6) Given the product [C:13]([C:15]1[CH:16]=[C:17]([S:21]([NH:1][C:2]2[S:3][CH:4]=[C:5]([CH2:7][C:8]([O:10][CH2:11][CH3:12])=[O:9])[N:6]=2)(=[O:23])=[O:22])[CH:18]=[CH:19][CH:20]=1)#[N:14], predict the reactants needed to synthesize it. The reactants are: [NH2:1][C:2]1[S:3][CH:4]=[C:5]([CH2:7][C:8]([O:10][CH2:11][CH3:12])=[O:9])[N:6]=1.[C:13]([C:15]1[CH:16]=[C:17]([S:21](Cl)(=[O:23])=[O:22])[CH:18]=[CH:19][CH:20]=1)#[N:14]. (7) The reactants are: [CH:1]1([CH2:4][O:5][C:6]2[C:18]([O:19][CH3:20])=[CH:17][CH:16]=[C:15]([C:21]3[CH:22]=[C:23]4[C:27](=[CH:28][CH:29]=3)[C:26](=[O:30])[O:25][CH2:24]4)[C:7]=2[O:8][CH2:9][C:10]([O:12]CC)=[O:11])[CH2:3][CH2:2]1.[OH-].[Li+]. Given the product [CH:1]1([CH2:4][O:5][C:6]2[C:18]([O:19][CH3:20])=[CH:17][CH:16]=[C:15]([C:21]3[CH:22]=[C:23]4[C:27](=[CH:28][CH:29]=3)[C:26](=[O:30])[O:25][CH2:24]4)[C:7]=2[O:8][CH2:9][C:10]([OH:12])=[O:11])[CH2:3][CH2:2]1, predict the reactants needed to synthesize it. (8) Given the product [CH3:35][C:25]1[CH:30]=[CH:29][C:28]([S:31]([O:23][CH2:22][CH:21]([OH:24])[CH2:20][C:10]2[CH:11]=[C:12]([Cl:19])[C:13]3[C:18](=[CH:17][CH:16]=[CH:15][CH:14]=3)[C:9]=2[O:8][CH2:1][C:2]2[CH:3]=[CH:4][CH:5]=[CH:6][CH:7]=2)(=[O:33])=[O:32])=[CH:27][CH:26]=1, predict the reactants needed to synthesize it. The reactants are: [CH2:1]([O:8][C:9]1[C:18]2[C:13](=[CH:14][CH:15]=[CH:16][CH:17]=2)[C:12]([Cl:19])=[CH:11][C:10]=1[CH2:20][CH:21]([OH:24])[CH2:22][OH:23])[C:2]1[CH:7]=[CH:6][CH:5]=[CH:4][CH:3]=1.[C:25]1([CH3:35])[CH:30]=[CH:29][C:28]([S:31](Cl)(=[O:33])=[O:32])=[CH:27][CH:26]=1.CC1C=CC(S(OCC2OC3C4CCCC=4C(C)=CC=3C2)(=O)=O)=CC=1.